The task is: Predict which catalyst facilitates the given reaction.. This data is from Catalyst prediction with 721,799 reactions and 888 catalyst types from USPTO. (1) Reactant: [C:1]([C:5]1[CH2:6][N:7]([NH:12]C(=O)C)[C:8](=[O:11])[NH:9][N:10]=1)([CH3:4])([CH3:3])[CH3:2].Cl.[OH-].[Na+]. Product: [NH2:12][N:7]1[CH2:6][C:5]([C:1]([CH3:3])([CH3:2])[CH3:4])=[N:10][NH:9][C:8]1=[O:11]. The catalyst class is: 5. (2) Reactant: [C:1]([O:5][C:6]([N:8]1[CH2:12][CH2:11][C:10]([C:18]2[S:19][CH:20]=[CH:21][N:22]=2)([O:13][CH2:14][C:15]([OH:17])=[O:16])[CH2:9]1)=[O:7])([CH3:4])([CH3:3])[CH3:2].[CH3:23]N(C)C=O.C(Cl)(=O)C(Cl)=O. Product: [CH3:23][O:16][C:15](=[O:17])[CH2:14][O:13][C:10]1([C:18]2[S:19][CH:20]=[CH:21][N:22]=2)[CH2:11][CH2:12][N:8]([C:6]([O:5][C:1]([CH3:4])([CH3:2])[CH3:3])=[O:7])[CH2:9]1. The catalyst class is: 4. (3) Reactant: C[O:2][C:3](=[O:33])[CH:4]([CH2:25][C:26]1[CH:31]=[CH:30][C:29]([F:32])=[CH:28][CH:27]=1)[C:5]([N:7]1[CH2:12][CH2:11][C:10]([CH:19]2[CH2:24][CH2:23][CH2:22][CH2:21][CH2:20]2)([CH2:13][N:14]2[CH:18]=[N:17][CH:16]=[N:15]2)[CH2:9][CH2:8]1)=[O:6].[Li+].[OH-]. Product: [CH:19]1([C:10]2([CH2:13][N:14]3[CH:18]=[N:17][CH:16]=[N:15]3)[CH2:11][CH2:12][N:7]([C:5](=[O:6])[CH:4]([CH2:25][C:26]3[CH:27]=[CH:28][C:29]([F:32])=[CH:30][CH:31]=3)[C:3]([OH:33])=[O:2])[CH2:8][CH2:9]2)[CH2:20][CH2:21][CH2:22][CH2:23][CH2:24]1. The catalyst class is: 20.